From a dataset of CYP2C9 inhibition data for predicting drug metabolism from PubChem BioAssay. Regression/Classification. Given a drug SMILES string, predict its absorption, distribution, metabolism, or excretion properties. Task type varies by dataset: regression for continuous measurements (e.g., permeability, clearance, half-life) or binary classification for categorical outcomes (e.g., BBB penetration, CYP inhibition). Dataset: cyp2c9_veith. (1) The molecule is Clc1ccc2c(c1)C(c1cccs1)=NNC(c1cccnc1)=N2. The result is 1 (inhibitor). (2) The compound is Cc1ccc(C)c(NC(=O)C2CC3c4ccccc4C2c2ccccc23)c1. The result is 1 (inhibitor). (3) The drug is Cc1c(C(=O)O)nc(/C=C\C(=O)O)[nH]c1=O. The result is 0 (non-inhibitor). (4) The compound is CO/N=C(/CNC(=O)c1cccc(Cl)c1)c1ccc(Cl)cc1. The result is 1 (inhibitor). (5) The molecule is Cc1cc(NC(=O)CN2C(=O)NC(C)(c3ccc(OC(F)F)cc3)C2=O)no1. The result is 0 (non-inhibitor). (6) The drug is COc1ccccc1NC(=O)C1=C(C)Nc2nc(-c3ccc(N(C)C)cc3)nn2C1c1ccncc1. The result is 1 (inhibitor). (7) The molecule is O=C(c1ccc(Cl)cc1)N1CCN(C(=O)c2ccco2)CC1. The result is 0 (non-inhibitor). (8) The compound is C#CCN(C)[C@H](C)Cc1ccccc1. The result is 0 (non-inhibitor). (9) The compound is Cc1ccc(C(=O)OCn2ncc(Cl)c(Cl)c2=O)cc1. The result is 1 (inhibitor).